This data is from hERG Central: cardiac toxicity at 1µM, 10µM, and general inhibition. The task is: Predict hERG channel inhibition at various concentrations. The molecule is OCCC1CN(Cc2cccn2-c2cccnc2)CCN1Cc1ccc(F)cc1. Results: hERG_inhib (hERG inhibition (general)): blocker.